Dataset: Reaction yield outcomes from USPTO patents with 853,638 reactions. Task: Predict the reaction yield, written as a fraction of the theoretical maximum amount of product (1.0 means a 100% yield; for example, 0.34 means a 34% yield). The reactants are [NH2:1][C:2]1[CH:9]=[CH:8][C:5]([C:6]#[N:7])=[CH:4][CH:3]=1.Cl[C:11]1[C:20]2[C:15](=[C:16]([N+:22]([O-:24])=[O:23])[C:17]([CH3:21])=[CH:18][CH:19]=2)[CH:14]=[CH:13][N:12]=1.C(O)(C(F)(F)F)=O. The catalyst is C(O)(C)C. The product is [CH3:21][C:17]1[C:16]([N+:22]([O-:24])=[O:23])=[C:15]2[C:20](=[CH:19][CH:18]=1)[C:11]([NH:1][C:2]1[CH:9]=[CH:8][C:5]([C:6]#[N:7])=[CH:4][CH:3]=1)=[N:12][CH:13]=[CH:14]2. The yield is 0.880.